This data is from Reaction yield outcomes from USPTO patents with 853,638 reactions. The task is: Predict the reaction yield, written as a fraction of the theoretical maximum amount of product (1.0 means a 100% yield; for example, 0.34 means a 34% yield). (1) The reactants are [C:1]([C:5]1[CH:13]=[CH:12][C:8]([C:9]([NH2:11])=[O:10])=[C:7]([Cl:14])[N:6]=1)([CH3:4])([CH3:3])[CH3:2].[N+:15]([C:18]1[CH:19]=[C:20]([S:24](Cl)(=[O:26])=[O:25])[CH:21]=[CH:22][CH:23]=1)([O-:17])=[O:16].[H-].[Na+]. The catalyst is C1COCC1. The product is [C:1]([C:5]1[CH:13]=[CH:12][C:8]([C:9]([NH:11][S:24]([C:20]2[CH:21]=[CH:22][CH:23]=[C:18]([N+:15]([O-:17])=[O:16])[CH:19]=2)(=[O:25])=[O:26])=[O:10])=[C:7]([Cl:14])[N:6]=1)([CH3:4])([CH3:2])[CH3:3]. The yield is 0.600. (2) The reactants are C(O[C:6]([N:8]1[CH2:13][CH2:12][CH:11]([CH2:14][O:15][C:16]2[CH:25]=[C:24]3[C:19]([C:20]([O:26][C:27]4[CH:32]=[CH:31][C:30]([N+:33]([O-:35])=[O:34])=[CH:29][C:28]=4[F:36])=[CH:21][CH:22]=[N:23]3)=[CH:18][C:17]=2[O:37][CH3:38])[CH2:10][CH2:9]1)=O)(C)(C)C.C(O)(C(F)(F)F)=O.[BH-](OC(C)=O)(OC(C)=O)OC(C)=O.[Na+].C=O. The catalyst is C(Cl)Cl. The product is [F:36][C:28]1[CH:29]=[C:30]([N+:33]([O-:35])=[O:34])[CH:31]=[CH:32][C:27]=1[O:26][C:20]1[C:19]2[C:24](=[CH:25][C:16]([O:15][CH2:14][CH:11]3[CH2:12][CH2:13][N:8]([CH3:6])[CH2:9][CH2:10]3)=[C:17]([O:37][CH3:38])[CH:18]=2)[N:23]=[CH:22][CH:21]=1. The yield is 0.930. (3) The reactants are N[C@]12CC[C@@H](C(C)=C)[C@@H]1[C@@H]1[C@@](C)(CC2)[C@@]2(C)[C@@H]([C@]3(C)[C@@H](CC2)C(C)(C)C(C2C=CC(C(OC)=O)=CC=2)=CC3)CC1.CN(C)CC[C:45]([NH:47][C@:48]12[CH2:82][CH2:81][C@@H:80]([C:83]([CH3:85])=[CH2:84])[C@@H:49]1[C@@H:50]1[C@@:63]([CH3:66])([CH2:64][CH2:65]2)[C@@:62]2([CH3:67])[C@@H:53]([C@:54]3([CH3:79])[C@@H:59]([CH2:60][CH2:61]2)[C:58]([CH3:69])([CH3:68])[C:57]([C:70]2[CH:78]=[CH:77][C:73]([C:74]([OH:76])=[O:75])=[CH:72][CH:71]=2)=[CH:56][CH2:55]3)[CH2:52][CH2:51]1)=[O:46].[O:87]=[C:88]1[N:92]([CH2:93]C(O)=O)[CH2:91][CH2:90][O:89]1. No catalyst specified. The product is [CH3:66][C@:63]12[C@@:62]3([CH3:67])[C@@H:53]([C@:54]4([CH3:79])[C@@H:59]([CH2:60][CH2:61]3)[C:58]([CH3:69])([CH3:68])[C:57]([C:70]3[CH:78]=[CH:77][C:73]([C:74]([OH:76])=[O:75])=[CH:72][CH:71]=3)=[CH:56][CH2:55]4)[CH2:52][CH2:51][C@@H:50]1[C@H:49]1[C@H:80]([C:83]([CH3:85])=[CH2:84])[CH2:81][CH2:82][C@:48]1([NH:47][C:45](=[O:46])[CH2:93][N:92]1[CH2:91][CH2:90][O:89][C:88]1=[O:87])[CH2:65][CH2:64]2. The yield is 0.290. (4) The reactants are [CH2:1]([NH2:3])[CH3:2].Cl[SiH:5]1[N:9]([CH:10]([CH2:12][CH3:13])[CH3:11])[CH:8]=[CH:7][N:6]1[CH:14]([CH2:16][CH3:17])[CH3:15]. The catalyst is CCCCCC. The product is [CH:14]([N:6]1[CH:7]=[CH:8][N:9]([CH:10]([CH2:12][CH3:13])[CH3:11])[SiH:5]1[NH:3][CH2:1][CH3:2])([CH2:16][CH3:17])[CH3:15]. The yield is 0.870.